From a dataset of Forward reaction prediction with 1.9M reactions from USPTO patents (1976-2016). Predict the product of the given reaction. (1) Given the reactants [CH3:1][N:2]1[CH2:7][CH2:6][N:5]([CH2:8][C:9]2[CH:37]=[CH:36][C:12]([C:13]([NH:15][C:16]3[CH:17]=[N:18][C:19]([CH3:35])=[C:20]([NH:22][C:23]4[N:28]=[C:27]([C:29]5[CH:30]=[N:31][CH:32]=[CH:33][CH:34]=5)[CH:26]=[CH:25][N:24]=4)[CH:21]=3)=[O:14])=[CH:11][CH:10]=2)[CH2:4][CH2:3]1.[CH3:38][S:39]([OH:42])(=[O:41])=[O:40], predict the reaction product. The product is: [CH3:38][S:39]([OH:42])(=[O:41])=[O:40].[CH3:1][N:2]1[CH2:7][CH2:6][N:5]([CH2:8][C:9]2[CH:10]=[CH:11][C:12]([C:13]([NH:15][C:16]3[CH:17]=[N:18][C:19]([CH3:35])=[C:20]([NH:22][C:23]4[N:28]=[C:27]([C:29]5[CH:30]=[N:31][CH:32]=[CH:33][CH:34]=5)[CH:26]=[CH:25][N:24]=4)[CH:21]=3)=[O:14])=[CH:36][CH:37]=2)[CH2:4][CH2:3]1. (2) Given the reactants [H-].[Na+].[OH:3][NH:4][C:5](=[NH:7])[CH3:6].CO[C:10]([C:12]1[N:13]([CH:17]2[CH2:23][O:22][C:21]3[CH:24]=[CH:25][CH:26]=[CH:27][C:20]=3[O:19][CH2:18]2)[CH:14]=[N:15][CH:16]=1)=O.O, predict the reaction product. The product is: [O:19]1[CH2:18][CH:17]([N:13]2[C:12]([C:10]3[O:3][N:4]=[C:5]([CH3:6])[N:7]=3)=[CH:16][N:15]=[CH:14]2)[CH2:23][O:22][C:21]2[CH:24]=[CH:25][CH:26]=[CH:27][C:20]1=2. (3) Given the reactants [Cl:1][C:2]1[CH:7]=[CH:6][CH:5]=[CH:4][C:3]=1[C:8]1[C:9]([C:18]2[CH:23]=[CH:22][C:21]([Cl:24])=[CH:20][CH:19]=2)=[CH:10][C:11]2[N:12]([C:14](=[O:17])[NH:15][N:16]=2)[N:13]=1.Br[CH:26]1[CH2:31][CH2:30][CH2:29][CH2:28][CH2:27]1.C([O-])([O-])=O.[K+].[K+], predict the reaction product. The product is: [Cl:1][C:2]1[CH:7]=[CH:6][CH:5]=[CH:4][C:3]=1[C:8]1[C:9]([C:18]2[CH:19]=[CH:20][C:21]([Cl:24])=[CH:22][CH:23]=2)=[CH:10][C:11]2[N:12]([C:14](=[O:17])[N:15]([CH:26]3[CH2:31][CH2:30][CH2:29][CH2:28][CH2:27]3)[N:16]=2)[N:13]=1. (4) The product is: [CH3:35][C:31]1[CH:30]=[C:29](/[CH:28]=[CH:27]/[C:24]2[O:25][CH:26]=[C:22]([CH2:21][O:19][C:16]3[CH:15]=[CH:14][C:13]([CH2:12][CH2:11][CH2:10][CH2:9][N:5]4[CH:6]=[CH:7][N:8]=[C:4]4[CH2:3][CH2:2][OH:1])=[CH:18][CH:17]=3)[N:23]=2)[CH:34]=[CH:33][CH:32]=1. Given the reactants [OH:1][CH2:2][CH2:3][C:4]1[N:5]([CH2:9][CH2:10][CH2:11][CH2:12][C:13]2[CH:18]=[CH:17][C:16]([OH:19])=[CH:15][CH:14]=2)[CH:6]=[CH:7][N:8]=1.Cl[CH2:21][C:22]1[N:23]=[C:24](/[CH:27]=[CH:28]/[C:29]2[CH:34]=[CH:33][CH:32]=[C:31]([CH3:35])[CH:30]=2)[O:25][CH:26]=1, predict the reaction product. (5) Given the reactants [NH:1]1[CH:5]=[C:4]([C:6]2[CH:22]=[CH:21][C:9]3[C:10]4[N:11]=[C:12]([C:18](O)=[O:19])[S:13][C:14]=4[CH2:15][CH2:16][O:17][C:8]=3[CH:7]=2)[CH:3]=[N:2]1.[F:23][C:24]1([F:30])[CH2:29][CH2:28][NH:27][CH2:26][CH2:25]1, predict the reaction product. The product is: [F:23][C:24]1([F:30])[CH2:29][CH2:28][N:27]([C:18]([C:12]2[S:13][C:14]3[CH2:15][CH2:16][O:17][C:8]4[CH:7]=[C:6]([C:4]5[CH:3]=[N:2][NH:1][CH:5]=5)[CH:22]=[CH:21][C:9]=4[C:10]=3[N:11]=2)=[O:19])[CH2:26][CH2:25]1. (6) Given the reactants [C:1]([C:3]1[CH:8]=[CH:7][C:6]([NH:9][S:10]([CH3:13])(=[O:12])=[O:11])=[C:5]([CH3:14])[CH:4]=1)#[N:2].[C:15]([OH:18])(=[O:17])[CH3:16], predict the reaction product. The product is: [C:15]([O-:18])(=[O:17])[CH3:16].[CH3:13][S:10]([NH:9][C:6]1[CH:7]=[CH:8][C:3]([CH2:1][NH3+:2])=[CH:4][C:5]=1[CH3:14])(=[O:12])=[O:11]. (7) Given the reactants [F:1][C:2]([F:28])([F:27])[O:3][C:4]1[CH:9]=[CH:8][C:7]([N:10]2[CH:14]=[N:13][C:12]([C:15]3[CH:20]=[CH:19][C:18](/[C:21](/[CH3:26])=[CH:22]/[C:23]([OH:25])=O)=[CH:17][CH:16]=3)=[N:11]2)=[CH:6][CH:5]=1.C(N(CC)CC)C.P([N:52]=[N+:53]=[N-:54])(=O)(OC1C=CC=CC=1)OC1C=CC=CC=1, predict the reaction product. The product is: [F:1][C:2]([F:28])([F:27])[O:3][C:4]1[CH:5]=[CH:6][C:7]([N:10]2[CH:14]=[N:13][C:12]([C:15]3[CH:20]=[CH:19][C:18](/[C:21](/[CH3:26])=[CH:22]/[C:23]([N:52]=[N+:53]=[N-:54])=[O:25])=[CH:17][CH:16]=3)=[N:11]2)=[CH:8][CH:9]=1. (8) Given the reactants C([O-])([O-])=O.[Na+].[Na+].[CH2:7]([C:14]1[C:23]2[C:18](=[CH:19][CH:20]=[CH:21][CH:22]=2)[C:17](Cl)=[N:16][N:15]=1)[C:8]1[CH:13]=[CH:12][CH:11]=[CH:10][CH:9]=1.[CH3:25][C@H:26]1[CH2:31][NH:30][CH2:29][CH2:28][NH:27]1, predict the reaction product. The product is: [CH2:7]([C:14]1[C:23]2[C:18](=[CH:19][CH:20]=[CH:21][CH:22]=2)[C:17]([N:30]2[CH2:29][CH2:28][NH:27][C@@H:26]([CH3:25])[CH2:31]2)=[N:16][N:15]=1)[C:8]1[CH:13]=[CH:12][CH:11]=[CH:10][CH:9]=1. (9) Given the reactants [CH2:1]([O:3][C:4](=[O:30])[CH2:5][O:6][C:7]1[CH:12]=[CH:11][C:10]([O:13][CH2:14][C:15]2[S:16][C:17]([Br:28])=[C:18]([C:20]3[CH:25]=[CH:24][C:23]([O:26][CH3:27])=[CH:22][CH:21]=3)[N:19]=2)=[CH:9][C:8]=1[CH3:29])[CH3:2].BrCC(C1C=CC(OC)=CC=1)=[O:34], predict the reaction product. The product is: [CH2:1]([O:3][C:4](=[O:30])[CH2:5][O:6][C:7]1[CH:12]=[CH:11][C:10]([O:13][CH2:14][C:15]2[S:16][C:17]([Br:28])=[C:18]([C:20]3[CH:25]=[CH:24][C:23]4[O:26][CH2:27][O:34][C:22]=4[CH:21]=3)[N:19]=2)=[CH:9][C:8]=1[CH3:29])[CH3:2]. (10) Given the reactants [C:1]1(/[CH:7]=[CH:8]/[CH2:9][CH2:10][CH2:11][C:12]#[C:13][C:14](=[O:20])[CH2:15][CH2:16][CH:17]=[C:18]=[CH2:19])[CH:6]=[CH:5][CH:4]=[CH:3][CH:2]=1, predict the reaction product. The product is: [CH2:9]1[C:8]2=[CH:7][C:1]3[C:6]([C:13]([C:14](=[O:20])[CH2:15][CH2:16][CH:17]=[C:18]=[CH2:19])=[C:12]2[CH2:11][CH2:10]1)=[CH:5][CH:4]=[CH:3][CH:2]=3.